This data is from NCI-60 drug combinations with 297,098 pairs across 59 cell lines. The task is: Regression. Given two drug SMILES strings and cell line genomic features, predict the synergy score measuring deviation from expected non-interaction effect. (1) Drug 1: CC1OCC2C(O1)C(C(C(O2)OC3C4COC(=O)C4C(C5=CC6=C(C=C35)OCO6)C7=CC(=C(C(=C7)OC)O)OC)O)O. Drug 2: CN1C(=O)N2C=NC(=C2N=N1)C(=O)N. Cell line: HOP-62. Synergy scores: CSS=40.8, Synergy_ZIP=4.14, Synergy_Bliss=3.71, Synergy_Loewe=-39.8, Synergy_HSA=-1.55. (2) Synergy scores: CSS=38.8, Synergy_ZIP=7.35, Synergy_Bliss=9.11, Synergy_Loewe=-46.8, Synergy_HSA=8.75. Cell line: A549. Drug 2: C(CN)CNCCSP(=O)(O)O. Drug 1: CN(CC1=CN=C2C(=N1)C(=NC(=N2)N)N)C3=CC=C(C=C3)C(=O)NC(CCC(=O)O)C(=O)O. (3) Drug 1: C1CC(=O)NC(=O)C1N2CC3=C(C2=O)C=CC=C3N. Drug 2: C1=NNC2=C1C(=O)NC=N2. Cell line: U251. Synergy scores: CSS=9.61, Synergy_ZIP=-4.40, Synergy_Bliss=-0.487, Synergy_Loewe=1.83, Synergy_HSA=2.34. (4) Drug 1: C1=NC2=C(N=C(N=C2N1C3C(C(C(O3)CO)O)O)F)N. Drug 2: C1CN1C2=NC(=NC(=N2)N3CC3)N4CC4. Cell line: MOLT-4. Synergy scores: CSS=73.4, Synergy_ZIP=-1.63, Synergy_Bliss=-2.08, Synergy_Loewe=-3.18, Synergy_HSA=-0.319. (5) Drug 1: CC1=C(C(CCC1)(C)C)C=CC(=CC=CC(=CC(=O)O)C)C. Drug 2: C1CC(C1)(C(=O)O)C(=O)O.[NH2-].[NH2-].[Pt+2]. Cell line: HL-60(TB). Synergy scores: CSS=61.9, Synergy_ZIP=-2.77, Synergy_Bliss=-1.65, Synergy_Loewe=-8.22, Synergy_HSA=-4.24. (6) Drug 1: CC1C(C(CC(O1)OC2CC(OC(C2O)C)OC3=CC4=CC5=C(C(=O)C(C(C5)C(C(=O)C(C(C)O)O)OC)OC6CC(C(C(O6)C)O)OC7CC(C(C(O7)C)O)OC8CC(C(C(O8)C)O)(C)O)C(=C4C(=C3C)O)O)O)O. Drug 2: CN(CCCl)CCCl.Cl. Cell line: MDA-MB-435. Synergy scores: CSS=60.5, Synergy_ZIP=3.33, Synergy_Bliss=4.19, Synergy_Loewe=-23.8, Synergy_HSA=-2.62. (7) Drug 1: CNC(=O)C1=CC=CC=C1SC2=CC3=C(C=C2)C(=NN3)C=CC4=CC=CC=N4. Drug 2: C1C(C(OC1N2C=NC3=C2NC=NCC3O)CO)O. Cell line: SN12C. Synergy scores: CSS=10.0, Synergy_ZIP=-3.04, Synergy_Bliss=1.73, Synergy_Loewe=3.18, Synergy_HSA=3.30. (8) Drug 1: COC1=NC(=NC2=C1N=CN2C3C(C(C(O3)CO)O)O)N. Drug 2: CC1=C2C(C(=O)C3(C(CC4C(C3C(C(C2(C)C)(CC1OC(=O)C(C(C5=CC=CC=C5)NC(=O)C6=CC=CC=C6)O)O)OC(=O)C7=CC=CC=C7)(CO4)OC(=O)C)O)C)OC(=O)C. Cell line: MDA-MB-435. Synergy scores: CSS=3.64, Synergy_ZIP=0.186, Synergy_Bliss=-5.69, Synergy_Loewe=-50.6, Synergy_HSA=-6.08.